This data is from Catalyst prediction with 721,799 reactions and 888 catalyst types from USPTO. The task is: Predict which catalyst facilitates the given reaction. (1) Reactant: [C:1]1([C:7]2[CH:8]=[CH:9][C:10]3[S:14][CH:13]=[CH:12][C:11]=3[CH:15]=2)[CH:6]=[CH:5][CH:4]=[CH:3][CH:2]=1.C1C(=O)N([Br:23])C(=O)C1. Product: [Br:23][C:12]1[C:11]2[CH:15]=[C:7]([C:1]3[CH:6]=[CH:5][CH:4]=[CH:3][CH:2]=3)[CH:8]=[CH:9][C:10]=2[S:14][CH:13]=1. The catalyst class is: 845. (2) Reactant: N1CCC[C@H]1C(O)=O.[NH2:9][C:10]1[N:14]([C:15]2[CH:24]=[CH:23][C:18]3[NH:19][C:20]([CH3:22])=[N:21][C:17]=3[CH:16]=2)[N:13]=[CH:12][C:11]=1[C:25]([C:27]1[N:28]([S:37]([C:40]2[CH:45]=[CH:44][C:43]([CH3:46])=[CH:42][CH:41]=2)(=[O:39])=[O:38])[C:29]2[C:34]([CH:35]=1)=[CH:33][CH:32]=[C:31](I)[CH:30]=2)=[O:26].N12CCCN=C1CCCCC2.[CH3:58][O:59][CH2:60][CH2:61][NH2:62].O.N. Product: [NH2:9][C:10]1[N:14]([C:15]2[CH:24]=[CH:23][C:18]3[NH:19][C:20]([CH3:22])=[N:21][C:17]=3[CH:16]=2)[N:13]=[CH:12][C:11]=1[C:25]([C:27]1[N:28]([S:37]([C:40]2[CH:45]=[CH:44][C:43]([CH3:46])=[CH:42][CH:41]=2)(=[O:39])=[O:38])[C:29]2[C:34]([CH:35]=1)=[C:33]([NH:62][CH2:61][CH2:60][O:59][CH3:58])[CH:32]=[CH:31][CH:30]=2)=[O:26]. The catalyst class is: 156. (3) Reactant: [F:1][C:2]([F:20])([F:19])[O:3][C:4]1[CH:5]=[C:6]([CH:16]=[CH:17][CH:18]=1)[O:7][C:8]1[CH:15]=[CH:14][C:11]([C:12]#[N:13])=[CH:10][CH:9]=1.C1COCC1.[H-].[Al+3].[Li+].[H-].[H-].[H-].[OH-].[Na+]. Product: [F:1][C:2]([F:19])([F:20])[O:3][C:4]1[CH:5]=[C:6]([CH:16]=[CH:17][CH:18]=1)[O:7][C:8]1[CH:15]=[CH:14][C:11]([CH2:12][NH2:13])=[CH:10][CH:9]=1. The catalyst class is: 97. (4) Reactant: [Cl:1][C:2]1[CH:7]=[C:6]([N:8]([CH:10]([CH3:13])[CH2:11][OH:12])[CH3:9])[NH:5][C:4](=[O:14])[N:3]=1.C(N(CC)CC)C.[CH3:22][S:23](Cl)(=[O:25])=[O:24]. Product: [CH3:22][S:23]([O:12][CH2:11][CH:10]([N:8]([C:6]1[NH:5][C:4](=[O:14])[N:3]=[C:2]([Cl:1])[CH:7]=1)[CH3:9])[CH3:13])(=[O:25])=[O:24]. The catalyst class is: 7. (5) The catalyst class is: 1. Product: [Br:1][C:2]1[CH:7]=[CH:6][C:5]([CH2:8][CH2:9][O:10][C:14]([CH3:21])([CH3:20])[C:15]([O:17][CH2:18][CH3:19])=[O:16])=[CH:4][CH:3]=1. Reactant: [Br:1][C:2]1[CH:7]=[CH:6][C:5]([CH2:8][CH2:9][OH:10])=[CH:4][CH:3]=1.[H-].[Na+].Br[C:14]([CH3:21])([CH3:20])[C:15]([O:17][CH2:18][CH3:19])=[O:16].C(OCC)(=O)C.